From a dataset of Reaction yield outcomes from USPTO patents with 853,638 reactions. Predict the reaction yield, written as a fraction of the theoretical maximum amount of product (1.0 means a 100% yield; for example, 0.34 means a 34% yield). (1) The yield is 0.630. No catalyst specified. The product is [NH2:45][C:42]1[CH:41]=[CH:40][C:39]([C:36]2[S:35][C:34]([CH2:33][CH2:32][NH:31][S:28]([C:27]([F:26])([F:48])[F:49])(=[O:30])=[O:29])=[N:38][CH:37]=2)=[CH:44][CH:43]=1. The reactants are CC1OC(CC2CCC(C3SC(C4C=CC(N)=CC=4)=CN=3)CC2)=NN=1.[F:26][C:27]([F:49])([F:48])[S:28]([NH:31][CH2:32][CH2:33][C:34]1[S:35][C:36]([C:39]2[CH:44]=[CH:43][C:42]([N+:45]([O-])=O)=[CH:41][CH:40]=2)=[CH:37][N:38]=1)(=[O:30])=[O:29]. (2) The reactants are [Br:1][C:2]1[C:3]([O:13][CH3:14])=[CH:4][C:5]([O:11][CH3:12])=[C:6]([CH:10]=1)[C:7]([OH:9])=[O:8].S(=O)(=O)(O)O.[CH3:20]O.[OH-].[Na+]. The catalyst is C(OCC)(=O)C. The product is [Br:1][C:2]1[C:3]([O:13][CH3:14])=[CH:4][C:5]([O:11][CH3:12])=[C:6]([CH:10]=1)[C:7]([O:9][CH3:20])=[O:8]. The yield is 0.900. (3) The reactants are C(=O)([O-])[O-].[K+].[K+].C(O[C:10](=O)[O:11][C:12]1[C:21]2[C:22](=[O:37])[N:23]([CH2:26][C:27]3[CH:32]=[CH:31][C:30]([O:33][CH3:34])=[CH:29][C:28]=3[O:35][CH3:36])[C:24](=[O:25])[C:20]=2[C:19]([O:38][CH:39]([C:46]2[CH:51]=[CH:50][CH:49]=[CH:48][CH:47]=2)[C:40]2[CH:45]=[CH:44][CH:43]=[CH:42][CH:41]=2)=[C:18]2[C:13]=1[CH:14]=[CH:15][CH:16]=[N:17]2)C.O.IC. The catalyst is O1CCCC1.C(OCC)(=O)C. The product is [CH:39]([O:38][C:19]1[C:20]2[C:24](=[O:25])[N:23]([CH2:26][C:27]3[CH:32]=[CH:31][C:30]([O:33][CH3:34])=[CH:29][C:28]=3[O:35][CH3:36])[C:22](=[O:37])[C:21]=2[C:12]([O:11][CH3:10])=[C:13]2[C:18]=1[N:17]=[CH:16][CH:15]=[CH:14]2)([C:46]1[CH:51]=[CH:50][CH:49]=[CH:48][CH:47]=1)[C:40]1[CH:45]=[CH:44][CH:43]=[CH:42][CH:41]=1. The yield is 1.00. (4) The reactants are [NH2:1][C:2]1[CH:3]=[C:4]([CH:21]=[CH:22][C:23]=1[F:24])[O:5][C:6]1[CH:7]=[CH:8][C:9]2[N:10]([CH:12]=[C:13]([NH:15][C:16]([CH:18]3[CH2:20][CH2:19]3)=[O:17])[N:14]=2)[N:11]=1.[C:25]([N:32]1C=CN=C1)(N1C=CN=C1)=[O:26].Cl.N[O:39][CH2:40][CH:41]([CH3:43])[CH3:42].C(N(CC)CC)C. The catalyst is CN(C)C=O. The product is [F:24][C:23]1[CH:22]=[CH:21][C:4]([O:5][C:6]2[CH:7]=[CH:8][C:9]3[N:10]([CH:12]=[C:13]([NH:15][C:16]([CH:18]4[CH2:20][CH2:19]4)=[O:17])[N:14]=3)[N:11]=2)=[CH:3][C:2]=1[NH:1][C:25]([NH:32][O:39][CH2:40][CH:41]([CH3:43])[CH3:42])=[O:26]. The yield is 0.630.